This data is from Reaction yield outcomes from USPTO patents with 853,638 reactions. The task is: Predict the reaction yield, written as a fraction of the theoretical maximum amount of product (1.0 means a 100% yield; for example, 0.34 means a 34% yield). (1) No catalyst specified. The yield is 0.650. The reactants are [C:1]([C:5]1[N:6]=[C:7]([NH:10][C:11]([C:13]2[CH:35]=[CH:34][N:16]3[C:17](=[O:33])[C:18](C(=C)C(O)=O)=[C:19]([N:21]4[CH2:26][CH2:25][CH2:24][CH:23]([OH:27])[CH2:22]4)[N:20]=[C:15]3[CH:14]=2)=[O:12])[S:8][CH:9]=1)([CH3:4])([CH3:3])[CH3:2].C(C1N=C(NC(C2C=CN3C(=O)CC(=O)N=C3C=2)=O)SC=1)(C)(C)C.O[C@@H]1CCCNC1. The product is [C:1]([C:5]1[N:6]=[C:7]([NH:10][C:11]([C:13]2[CH:35]=[CH:34][N:16]3[C:17](=[O:33])[CH:18]=[C:19]([N:21]4[CH2:26][CH2:25][CH2:24][C@@H:23]([OH:27])[CH2:22]4)[N:20]=[C:15]3[CH:14]=2)=[O:12])[S:8][CH:9]=1)([CH3:4])([CH3:2])[CH3:3]. (2) The reactants are [CH:1]1([C:6]#[C:7][C:8]#[N:9])[CH2:5][CH2:4][CH2:3][CH2:2]1.[NH:10]1[CH:14]=[C:13]([C:15]2[C:16]3[CH:23]=[CH:22][N:21]([CH2:24][O:25][CH2:26][CH2:27][Si:28]([CH3:31])([CH3:30])[CH3:29])[C:17]=3[N:18]=[CH:19][N:20]=2)[CH:12]=[N:11]1.C1CCN2C(=NCCC2)CC1. The catalyst is C(#N)C. The product is [C:1]1(=[C:6]([N:10]2[CH:14]=[C:13]([C:15]3[C:16]4[CH:23]=[CH:22][N:21]([CH2:24][O:25][CH2:26][CH2:27][Si:28]([CH3:31])([CH3:30])[CH3:29])[C:17]=4[N:18]=[CH:19][N:20]=3)[CH:12]=[N:11]2)[CH2:7][C:8]#[N:9])[CH2:5][CH2:4][CH2:3][CH2:2]1. The yield is 0.740. (3) The reactants are [CH3:1][C:2]1[NH:7][C:6](=[O:8])[C:5]([C:9]#[N:10])=[C:4]([C:11]2[CH:16]=[CH:15][N:14]=[CH:13][CH:12]=2)[CH:3]=1.[BH4-].[Na+].II.Cl. The catalyst is C1COCC1. The product is [NH2:10][CH2:9][C:5]1[C:6](=[O:8])[NH:7][C:2]([CH3:1])=[CH:3][C:4]=1[C:11]1[CH:12]=[CH:13][N:14]=[CH:15][CH:16]=1. The yield is 0.310. (4) The reactants are C([N:8]1[CH2:13][CH2:12][C@@H:11]([C:14]2[CH:19]=[CH:18][C:17]([O:20][CH3:21])=[CH:16][CH:15]=2)[C@H:10]([OH:22])[CH2:9]1)C1C=CC=CC=1. The catalyst is CO.[Pd]. The product is [CH3:21][O:20][C:17]1[CH:16]=[CH:15][C:14]([C@@H:11]2[CH2:12][CH2:13][NH:8][CH2:9][C@H:10]2[OH:22])=[CH:19][CH:18]=1. The yield is 0.890.